This data is from Retrosynthesis with 50K atom-mapped reactions and 10 reaction types from USPTO. The task is: Predict the reactants needed to synthesize the given product. (1) Given the product CC(C(=O)O)c1ccc2c(c1)[nH]c1ccc(O)cc12, predict the reactants needed to synthesize it. The reactants are: CCOC(=O)C(C)c1ccc2c(c1)[nH]c1ccc(O)cc12. (2) The reactants are: NNc1nncc(N2CCC(c3cc(F)cc(F)c3OC(F)F)CC2)c1Cl.O=C(Cl)CC(F)(F)F. Given the product O=C(CC(F)(F)F)NNc1nncc(N2CCC(c3cc(F)cc(F)c3OC(F)F)CC2)c1Cl, predict the reactants needed to synthesize it. (3) Given the product FC(F)(F)c1ccc2nc(N3CCN(c4c(Cl)cccc4Cl)CC3)[nH]c2c1, predict the reactants needed to synthesize it. The reactants are: Clc1cccc(Cl)c1N1CCNCC1.FC(F)(F)c1ccc2nc(Cl)[nH]c2c1. (4) The reactants are: C#Cc1ccccc1.CC(C)(C)OC(=O)COc1cc(NC(=O)OC(C)(C)C)c([N+](=O)[O-])cc1I. Given the product CC(C)(C)OC(=O)COc1cc(NC(=O)OC(C)(C)C)c([N+](=O)[O-])cc1C#Cc1ccccc1, predict the reactants needed to synthesize it. (5) The reactants are: CCCCOCCOc1ccc(-c2ccc3c(c2)C=C(C(=O)Nc2ccc(SCc4nccn4CCCC(=O)OCC)cc2)CCN3CC(C)C)cc1.O=S([O-])([O-])=S. Given the product CCCCOCCOc1ccc(-c2ccc3c(c2)C=C(C(=O)Nc2ccc(S(=O)Cc4nccn4CCCC(=O)OCC)cc2)CCN3CC(C)C)cc1, predict the reactants needed to synthesize it. (6) Given the product C=CCn1c(S(C)(=O)=O)nc2nc(I)c(Cl)cc21, predict the reactants needed to synthesize it. The reactants are: C=CCBr.CS(=O)(=O)c1nc2nc(I)c(Cl)cc2[nH]1. (7) The reactants are: COC(=O)c1ncccc1-c1ccc(Cl)c(C(=O)O)c1.NCC1(O)CCCCCC1. Given the product COC(=O)c1ncccc1-c1ccc(Cl)c(C(=O)NCC2(O)CCCCCC2)c1, predict the reactants needed to synthesize it.